This data is from Peptide-MHC class I binding affinity with 185,985 pairs from IEDB/IMGT. The task is: Regression. Given a peptide amino acid sequence and an MHC pseudo amino acid sequence, predict their binding affinity value. This is MHC class I binding data. (1) The peptide sequence is SRDKTIIMW. The MHC is Gogo-B0101 with pseudo-sequence YDTMYRETSAQTDENIAYIRFSSYTWAELAYTWY. The binding affinity (normalized) is 0.552. (2) The peptide sequence is QTSTLYDFY. The MHC is HLA-A02:01 with pseudo-sequence HLA-A02:01. The binding affinity (normalized) is 0.0847. (3) The peptide sequence is DLTTMPTYK. The MHC is HLA-A68:01 with pseudo-sequence HLA-A68:01. The binding affinity (normalized) is 0.552.